The task is: Predict the reaction yield, written as a fraction of the theoretical maximum amount of product (1.0 means a 100% yield; for example, 0.34 means a 34% yield).. This data is from Reaction yield outcomes from USPTO patents with 853,638 reactions. (1) The reactants are [CH2:1]([S:3]([C:6]1[CH:11]=[CH:10][C:9]([O:12]C)=[C:8]([F:14])[CH:7]=1)(=[O:5])=[O:4])[CH3:2].O. The catalyst is Br.O. The product is [CH2:1]([S:3]([C:6]1[CH:11]=[CH:10][C:9]([OH:12])=[C:8]([F:14])[CH:7]=1)(=[O:4])=[O:5])[CH3:2]. The yield is 0.870. (2) The reactants are [NH2:1][C:2]1[C:10]2[C:9]3[CH2:11][CH2:12][CH2:13][C:8]=3[S:7][C:6]=2[N:5]=[C:4]([CH3:14])[C:3]=1[C:15]([CH:17]1[CH2:19][CH2:18]1)=[O:16].[H-].[Na+].Br[CH2:23][CH2:24][CH2:25][CH2:26][CH2:27]Br. The catalyst is CN(C=O)C. The product is [CH:17]1([C:15]([C:3]2[C:4]([CH3:14])=[N:5][C:6]3[S:7][C:8]4[CH2:13][CH2:12][CH2:11][C:9]=4[C:10]=3[C:2]=2[N:1]2[CH2:27][CH2:26][CH2:25][CH2:24][CH2:23]2)=[O:16])[CH2:19][CH2:18]1. The yield is 0.540. (3) The reactants are [N:1]([C:4]1[CH:11]=[CH:10][C:7]([C:8]#[N:9])=[C:6]([CH3:12])[CH:5]=1)=[C:2]=[S:3].[F:13][C:14]1[CH:15]=[C:16]([NH:21][C:22]([CH3:26])([CH3:25])[C:23]#N)[CH:17]=[CH:18][C:19]=1[OH:20].C[OH:28].Cl. The catalyst is CN(C)C(=O)C.O. The product is [F:13][C:14]1[CH:15]=[C:16]([N:21]2[C:22]([CH3:26])([CH3:25])[C:23](=[O:28])[N:1]([C:4]3[CH:11]=[CH:10][C:7]([C:8]#[N:9])=[C:6]([CH3:12])[CH:5]=3)[C:2]2=[S:3])[CH:17]=[CH:18][C:19]=1[OH:20]. The yield is 0.107. (4) The reactants are C([O:3][C:4](=[O:29])[CH2:5][C:6]1[N:7]=[C:8]([NH:11][C:12]([NH:14][C:15]2[CH:20]=[CH:19][C:18]([CH3:21])=[CH:17][C:16]=2[C:22]([CH:24]2[CH2:28][CH2:27][CH2:26][CH2:25]2)=[O:23])=[O:13])[S:9][CH:10]=1)C.[Br:30]N1C(=O)CCC1=O. The catalyst is C(O)(=O)C. The product is [Br:30][C:10]1[S:9][C:8]([NH:11][C:12]([NH:14][C:15]2[CH:20]=[CH:19][C:18]([CH3:21])=[CH:17][C:16]=2[C:22]([CH:24]2[CH2:28][CH2:27][CH2:26][CH2:25]2)=[O:23])=[O:13])=[N:7][C:6]=1[CH2:5][C:4]([OH:3])=[O:29]. The yield is 0.570. (5) The reactants are Cl.[NH2:2][C@H:3]1[CH2:10][CH2:9][CH2:8][NH:7][C:5](=[O:6])[CH2:4]1.C([O-])([O-])=O.[Na+].[Na+].[C:17](Cl)(=[O:28])[CH2:18][CH2:19][CH2:20][CH2:21][CH2:22][CH2:23][CH2:24][CH2:25][CH:26]=[CH2:27]. The catalyst is O.ClCCl. The product is [C:17]([NH:2][C@H:3]1[CH2:10][CH2:9][CH2:8][NH:7][C:5](=[O:6])[CH2:4]1)(=[O:28])[CH2:18][CH2:19][CH2:20][CH2:21][CH2:22][CH2:23][CH2:24][CH2:25][CH:26]=[CH2:27]. The yield is 0.720. (6) No catalyst specified. The product is [OH:31][CH:26]1[CH2:27][CH2:28][CH2:29][CH2:30][CH:25]1[NH:24][C:19](=[O:21])[C:18]1[CH:22]=[CH:23][C:15]([O:14][CH2:13][C:3]2[C:4]([C:7]3[CH:8]=[CH:9][CH:10]=[CH:11][CH:12]=3)=[N:5][O:6][C:2]=2[CH3:1])=[N:16][CH:17]=1. The reactants are [CH3:1][C:2]1[O:6][N:5]=[C:4]([C:7]2[CH:12]=[CH:11][CH:10]=[CH:9][CH:8]=2)[C:3]=1[CH2:13][O:14][C:15]1[CH:23]=[CH:22][C:18]([C:19]([OH:21])=O)=[CH:17][N:16]=1.[NH2:24][CH:25]1[CH2:30][CH2:29][CH2:28][CH2:27][CH:26]1[OH:31]. The yield is 0.500.